Dataset: NCI-60 drug combinations with 297,098 pairs across 59 cell lines. Task: Regression. Given two drug SMILES strings and cell line genomic features, predict the synergy score measuring deviation from expected non-interaction effect. (1) Synergy scores: CSS=14.8, Synergy_ZIP=2.70, Synergy_Bliss=0.708, Synergy_Loewe=1.31, Synergy_HSA=1.26. Drug 2: CCC(=C(C1=CC=CC=C1)C2=CC=C(C=C2)OCCN(C)C)C3=CC=CC=C3.C(C(=O)O)C(CC(=O)O)(C(=O)O)O. Drug 1: CC(CN1CC(=O)NC(=O)C1)N2CC(=O)NC(=O)C2. Cell line: NCI-H522. (2) Drug 2: COC1=C2C(=CC3=C1OC=C3)C=CC(=O)O2. Synergy scores: CSS=23.4, Synergy_ZIP=-0.0733, Synergy_Bliss=3.49, Synergy_Loewe=-9.32, Synergy_HSA=1.83. Cell line: CAKI-1. Drug 1: C1=CC(=CC=C1CC(C(=O)O)N)N(CCCl)CCCl.Cl. (3) Drug 1: CC12CCC3C(C1CCC2=O)CC(=C)C4=CC(=O)C=CC34C. Drug 2: C1=C(C(=O)NC(=O)N1)N(CCCl)CCCl. Cell line: NCI-H322M. Synergy scores: CSS=5.96, Synergy_ZIP=-4.38, Synergy_Bliss=-0.136, Synergy_Loewe=-23.2, Synergy_HSA=-1.57. (4) Drug 1: CS(=O)(=O)CCNCC1=CC=C(O1)C2=CC3=C(C=C2)N=CN=C3NC4=CC(=C(C=C4)OCC5=CC(=CC=C5)F)Cl. Drug 2: C1CCC(C(C1)N)N.C(=O)(C(=O)[O-])[O-].[Pt+4]. Cell line: MDA-MB-231. Synergy scores: CSS=20.7, Synergy_ZIP=-6.42, Synergy_Bliss=-0.901, Synergy_Loewe=-3.62, Synergy_HSA=2.15. (5) Drug 1: C1CCN(CC1)CCOC2=CC=C(C=C2)C(=O)C3=C(SC4=C3C=CC(=C4)O)C5=CC=C(C=C5)O. Drug 2: C(CCl)NC(=O)N(CCCl)N=O. Cell line: SK-OV-3. Synergy scores: CSS=-10.5, Synergy_ZIP=4.25, Synergy_Bliss=-4.54, Synergy_Loewe=-10.8, Synergy_HSA=-10.3.